From a dataset of Full USPTO retrosynthesis dataset with 1.9M reactions from patents (1976-2016). Predict the reactants needed to synthesize the given product. (1) The reactants are: [C:1]1([C@H:7]([N:9]([CH2:14][C:15]#[N:16])[CH2:10][C:11]([CH3:13])=[CH2:12])[CH3:8])[CH:6]=[CH:5][CH:4]=[CH:3][CH:2]=1.C1([Mg]Br)CCCC1.B(F)(F)F.CCOCC.[OH-].[Na+]. Given the product [CH3:12][C:11]12[CH2:13][C:15]1([NH2:16])[CH2:14][N:9]([C@@H:7]([C:1]1[CH:6]=[CH:5][CH:4]=[CH:3][CH:2]=1)[CH3:8])[CH2:10]2, predict the reactants needed to synthesize it. (2) Given the product [Br:15][C:6]1[CH:5]=[CH:4][C:3]2[O:16][CH:17]=[N:1][C:2]=2[C:7]=1[O:8][C:9]1[CH:14]=[CH:13][CH:12]=[CH:11][CH:10]=1, predict the reactants needed to synthesize it. The reactants are: [NH2:1][C:2]1[C:7]([O:8][C:9]2[CH:14]=[CH:13][CH:12]=[CH:11][CH:10]=2)=[C:6]([Br:15])[CH:5]=[CH:4][C:3]=1[OH:16].[CH:17]([O-])([O-])OCC. (3) Given the product [F:45][C:43]1([F:46])[CH2:42][N:41]([C:47]([O:49][C:50]([CH3:53])([CH3:52])[CH3:51])=[O:48])[C@@H:40]([C:38]2[NH:30][C:29](=[O:31])[C:32]3[O:33][C:34]4[CH:57]=[CH:56][C:55]([O:58][CH3:59])=[CH:54][C:35]=4[C:36]=3[N:37]=2)[CH2:44]1, predict the reactants needed to synthesize it. The reactants are: BrC1C=CC2OC3C(=O)NC(C4CCN(C(OC(C)(C)C)=O)CC4)=NC=3C=2C=1.[C:29]([C:32]1[O:33][C:34]2[CH:57]=[CH:56][C:55]([O:58][CH3:59])=[CH:54][C:35]=2[C:36]=1[NH:37][C:38]([C@H:40]1[CH2:44][C:43]([F:46])([F:45])[CH2:42][N:41]1[C:47]([O:49][C:50]([CH3:53])([CH3:52])[CH3:51])=[O:48])=O)(=[O:31])[NH2:30].BrC1C=CC2OC(C(=O)N)=C(NC(C3CCN(C(OC(C)(C)C)=O)CC3)=O)C=2C=1. (4) Given the product [Cl:24][C:9]1[C:1]([CH:33]([C:34]2[CH:43]=[C:42]3[C:37]([CH:38]=[CH:39][C:40]([C:44]4[CH:45]=[CH:46][CH:47]=[CH:48][CH:49]=4)=[N:41]3)=[CH:36][CH:35]=2)[NH:32][C:21]([CH:18]2[CH2:17][CH2:16][CH:15]([O:14][CH3:13])[CH2:20][CH2:19]2)=[O:23])=[N:8][CH:12]=[CH:11][N:10]=1, predict the reactants needed to synthesize it. The reactants are: [C:1]([N:8]1[CH:12]=[CH:11][N:10]=[CH:9]1)(N1C=CN=C1)=O.[CH3:13][O:14][CH:15]1[CH2:20][CH2:19][CH:18]([C:21]([OH:23])=O)[CH2:17][CH2:16]1.[ClH:24].ClC1C([NH:32][CH2:33][C:34]2[CH:43]=[C:42]3[C:37]([CH:38]=[CH:39][C:40]([C:44]4[CH:49]=[CH:48][CH:47]=[CH:46][CH:45]=4)=[N:41]3)=[CH:36][CH:35]=2)=NC=CN=1. (5) Given the product [Cl:15][C:11]1[CH:10]=[N:9][N:8]([C:6]2[C:5]([F:13])=[CH:4][C:3]([OH:14])=[C:2]([F:1])[CH:7]=2)[CH:12]=1, predict the reactants needed to synthesize it. The reactants are: [F:1][C:2]1[CH:7]=[C:6]([N:8]2[CH:12]=[CH:11][CH:10]=[N:9]2)[C:5]([F:13])=[CH:4][C:3]=1[OH:14].[Cl:15]N1C(=O)CCC1=O. (6) Given the product [Cl:1][C:2]1[C:7]([O:8][CH3:9])=[CH:6][C:5]([O:10][CH3:11])=[C:4]([Cl:12])[C:3]=1[C:13]1[N:18]=[C:17]2[NH:19][N:20]=[C:21]([C:32]3[CH:33]=[C:34]4[C:29](=[CH:30][CH:31]=3)[O:28][CH:27]([C:25]([N:24]([CH3:46])[CH3:23])=[O:26])[CH2:36][CH2:35]4)[C:16]2=[CH:15][N:14]=1, predict the reactants needed to synthesize it. The reactants are: [Cl:1][C:2]1[C:7]([O:8][CH3:9])=[CH:6][C:5]([O:10][CH3:11])=[C:4]([Cl:12])[C:3]=1[C:13]1[N:18]=[C:17]2[NH:19][N:20]=[C:21](I)[C:16]2=[CH:15][N:14]=1.[CH3:23][N:24]([CH3:46])[C:25]([CH:27]1[CH2:36][CH2:35][C:34]2[C:29](=[CH:30][CH:31]=[C:32](B3OC(C)(C)C(C)(C)O3)[CH:33]=2)[O:28]1)=[O:26]. (7) The reactants are: C(OC([N:8]1[CH2:13][CH2:12][N:11]([CH2:14][C:15]2[CH:20]=[CH:19][CH:18]=[C:17]([Cl:21])[C:16]=2[Cl:22])[CH2:10][CH2:9]1)=O)(C)(C)C.[ClH:23]. Given the product [ClH:21].[ClH:23].[Cl:22][C:16]1[C:17]([Cl:21])=[CH:18][CH:19]=[CH:20][C:15]=1[CH2:14][N:11]1[CH2:10][CH2:9][NH:8][CH2:13][CH2:12]1, predict the reactants needed to synthesize it. (8) Given the product [Br-:29].[CH2:30]([N+:26]1[CH:27]=[CH:28][C:23]([C:4]2[C:5]([CH2:7][N:8]3[CH2:12][CH:11]4[CH:10]([CH2:15][N:14]([C:16]([O:18][C:19]([CH3:22])([CH3:20])[CH3:21])=[O:17])[CH2:13]4)[CH2:9]3)=[CH:6][N:2]([CH3:1])[N:3]=2)=[CH:24][CH:25]=1)[C:31]1[CH:36]=[CH:35][CH:34]=[CH:33][CH:32]=1, predict the reactants needed to synthesize it. The reactants are: [CH3:1][N:2]1[CH:6]=[C:5]([CH2:7][N:8]2[CH2:12][CH:11]3[CH2:13][N:14]([C:16]([O:18][C:19]([CH3:22])([CH3:21])[CH3:20])=[O:17])[CH2:15][CH:10]3[CH2:9]2)[C:4]([C:23]2[CH:28]=[CH:27][N:26]=[CH:25][CH:24]=2)=[N:3]1.[Br:29][CH2:30][C:31]1[CH:36]=[CH:35][CH:34]=[CH:33][CH:32]=1. (9) Given the product [N:25]1([CH2:2][CH2:3][C:4]2[CH:9]=[CH:8][N:7]=[CH:6][C:5]=2[NH:10][C:11](=[O:17])[O:12][C:13]([CH3:16])([CH3:15])[CH3:14])[CH2:26][CH2:27][CH2:24][CH2:23]1, predict the reactants needed to synthesize it. The reactants are: O[CH2:2][CH2:3][C:4]1[CH:9]=[CH:8][N:7]=[CH:6][C:5]=1[NH:10][C:11](=[O:17])[O:12][C:13]([CH3:16])([CH3:15])[CH3:14].CS(Cl)(=O)=O.[CH2:23]([N:25](CC)[CH2:26][CH3:27])[CH3:24].N1CCCC1.[Cl-].[Na+]. (10) Given the product [CH3:21][O:22][C:15]1[CH:16]=[N:17][C:18]2[C:13]([CH:14]=1)=[CH:12][CH:11]=[N:10][C:9]=2[NH2:8], predict the reactants needed to synthesize it. The reactants are: COC1C=CC(C[NH:8][C:9]2[N:10]=[CH:11][CH:12]=[C:13]3[C:18]=2[N:17]=[CH:16][CH:15]=[CH:14]3)=CC=1.[C:21](O)(C(F)(F)F)=[O:22].